Predict the reaction yield, written as a fraction of the theoretical maximum amount of product (1.0 means a 100% yield; for example, 0.34 means a 34% yield). From a dataset of Reaction yield outcomes from USPTO patents with 853,638 reactions. (1) The reactants are [NH2:1][C:2]([C:4]1[CH:5]=[CH:6][C:7]([O:10][CH2:11][CH2:12][CH2:13][O:14][C:15]2[CH:16]=[C:17]3[C:21](=[CH:22][CH:23]=2)[C@H:20]([CH2:24][C:25]([O:27][CH2:28][CH3:29])=[O:26])[CH2:19][CH2:18]3)=[N:8][CH:9]=1)=[S:3].Br[CH:31]([CH3:35])[C:32](=O)[CH3:33]. The catalyst is C(O)C. The product is [CH3:35][C:31]1[N:1]=[C:2]([C:4]2[CH:5]=[CH:6][C:7]([O:10][CH2:11][CH2:12][CH2:13][O:14][C:15]3[CH:16]=[C:17]4[C:21](=[CH:22][CH:23]=3)[C@H:20]([CH2:24][C:25]([O:27][CH2:28][CH3:29])=[O:26])[CH2:19][CH2:18]4)=[N:8][CH:9]=2)[S:3][C:32]=1[CH3:33]. The yield is 0.840. (2) The reactants are [CH3:1][N:2]1[C:6]([C:7]2[CH:8]=[C:9]([C:14]3[CH:19]=[CH:18][CH:17]=[CH:16][CH:15]=3)[CH:10]=[CH:11][C:12]=2[OH:13])=[CH:5][CH:4]=[N:3]1.C(=O)([O-])[O-].[K+].[K+].[C:26]([C:28]1[CH:29]=[C:30]([S:35]([NH:38][C:39]2[S:40][C:41]([F:44])=[CH:42][N:43]=2)(=[O:37])=[O:36])[CH:31]=[CH:32][C:33]=1F)#[N:27].[Cl-].[NH4+]. The catalyst is CN(C)C=O. The product is [C:26]([C:28]1[CH:29]=[C:30]([S:35]([NH:38][C:39]2[S:40][C:41]([F:44])=[CH:42][N:43]=2)(=[O:37])=[O:36])[CH:31]=[CH:32][C:33]=1[O:13][C:12]1[CH:11]=[CH:10][C:9]([C:14]2[CH:15]=[CH:16][CH:17]=[CH:18][CH:19]=2)=[CH:8][C:7]=1[C:6]1[N:2]([CH3:1])[N:3]=[CH:4][CH:5]=1)#[N:27]. The yield is 0.480. (3) The reactants are Br[C:2]1[N:3]=[C:4]([N:9]2[CH2:15][CH2:14][CH2:13][N:12]([CH3:16])[CH2:11][CH2:10]2)[C:5]([NH2:8])=[N:6][CH:7]=1.[N:17]1[CH:22]=[CH:21][C:20](B(O)O)=[CH:19][CH:18]=1. No catalyst specified. The product is [CH3:16][N:12]1[CH2:13][CH2:14][CH2:15][N:9]([C:4]2[C:5]([NH2:8])=[N:6][CH:7]=[C:2]([C:20]3[CH:21]=[CH:22][N:17]=[CH:18][CH:19]=3)[N:3]=2)[CH2:10][CH2:11]1. The yield is 0.620. (4) The reactants are O[CH2:2][C:3]1[CH:4]=[CH:5][C:6]([CH3:35])=[C:7]([NH:9][C:10](=[O:34])[C:11]2[CH:16]=[CH:15][C:14]([NH:17][C:18]3[N:27]=[C:26]([C:28]4[CH:33]=[CH:32][CH:31]=[CH:30][CH:29]=4)[C:25]4[C:20](=[CH:21][CH:22]=[CH:23][CH:24]=4)[N:19]=3)=[CH:13][CH:12]=2)[CH:8]=1.S(Cl)([Cl:38])=O. The product is [Cl:38][CH2:2][C:3]1[CH:4]=[CH:5][C:6]([CH3:35])=[C:7]([NH:9][C:10](=[O:34])[C:11]2[CH:16]=[CH:15][C:14]([NH:17][C:18]3[N:27]=[C:26]([C:28]4[CH:33]=[CH:32][CH:31]=[CH:30][CH:29]=4)[C:25]4[C:20](=[CH:21][CH:22]=[CH:23][CH:24]=4)[N:19]=3)=[CH:13][CH:12]=2)[CH:8]=1. The yield is 1.00. The catalyst is ClCCl. (5) The reactants are F[C:2]1[CH:3]=[C:4]([S:9]([N:12]2[CH2:17][CH2:16][CH:15]([NH:18][C:19]3[N:24]=[C:23]([NH:25][C:26]4[CH:31]=[CH:30][CH:29]=[C:28]([C:32]([F:35])([F:34])[F:33])[CH:27]=4)[N:22]=[C:21]([O:36][CH2:37][C:38]([F:41])([F:40])[F:39])[N:20]=3)[CH2:14][CH2:13]2)(=[O:11])=[O:10])[CH:5]=[CH:6][C:7]=1F.C[O:43]C1C=CC(C2C=CC=C(S(N3CCC(NC4N=C(NC5C=CC=C(C(F)(F)F)C=5)N=C(OCC(F)(F)F)N=4)CC3)(=O)=O)C=2)=CC=1.[CH3:89][CH2:90][N:91](CC)[CH2:92][CH3:93].C(#N)C. The catalyst is O. The product is [N:91]1([C:7]2[CH:2]=[CH:3][C:4]([S:9]([N:12]3[CH2:17][CH2:16][CH:15]([NH:18][C:19]4[N:24]=[C:23]([NH:25][C:26]5[CH:31]=[CH:30][CH:29]=[C:28]([C:32]([F:35])([F:34])[F:33])[CH:27]=5)[N:22]=[C:21]([O:36][CH2:37][C:38]([F:41])([F:39])[F:40])[N:20]=4)[CH2:14][CH2:13]3)(=[O:10])=[O:11])=[CH:5][CH:6]=2)[CH2:92][CH2:93][O:43][CH2:89][CH2:90]1. The yield is 0.900. (6) The reactants are [N+:1]([C:4]1[CH:9]=[CH:8][C:7]([NH2:10])=[CH:6][CH:5]=1)([O-:3])=[O:2].[CH3:11][S:12](Cl)(=[O:14])=[O:13]. The catalyst is N1C=CC=CC=1. The product is [N+:1]([C:4]1[CH:9]=[CH:8][C:7]([NH:10][S:12]([CH3:11])(=[O:14])=[O:13])=[CH:6][CH:5]=1)([O-:3])=[O:2]. The yield is 0.640. (7) The reactants are F[C:2]1[CH:9]=[CH:8][CH:7]=[CH:6][C:3]=1[C:4]#[N:5].[C:10]1([OH:16])[CH:15]=[CH:14][CH:13]=[CH:12][CH:11]=1.C([O-])([O-])=O.[K+].[K+]. The catalyst is CN(C=O)C.O. The product is [O:16]([C:2]1[CH:9]=[CH:8][CH:7]=[CH:6][C:3]=1[C:4]#[N:5])[C:10]1[CH:15]=[CH:14][CH:13]=[CH:12][CH:11]=1. The yield is 0.930. (8) The reactants are [N+:1]([C:4]1[CH:5]=[C:6]([CH:11]=[CH:12][C:13]=1[C:14]1[O:15][C:16]([C:19]2[CH:24]=[CH:23][C:22]([C:25]([F:28])([F:27])[F:26])=[CH:21][CH:20]=2)=[N:17][N:18]=1)[C:7]([O:9]C)=[O:8])([O-:3])=[O:2].[OH-].[Na+].Cl. The catalyst is O1CCCC1. The product is [N+:1]([C:4]1[CH:5]=[C:6]([CH:11]=[CH:12][C:13]=1[C:14]1[O:15][C:16]([C:19]2[CH:24]=[CH:23][C:22]([C:25]([F:28])([F:27])[F:26])=[CH:21][CH:20]=2)=[N:17][N:18]=1)[C:7]([OH:9])=[O:8])([O-:3])=[O:2]. The yield is 0.620.